This data is from Forward reaction prediction with 1.9M reactions from USPTO patents (1976-2016). The task is: Predict the product of the given reaction. (1) Given the reactants [N:1]([CH:4]1[CH2:9][CH2:8][N:7]([C:10]([O:12][CH2:13][C:14]2[CH:19]=[CH:18][CH:17]=[CH:16][CH:15]=2)=[O:11])[CH2:6][CH:5]1[OH:20])=[N+:2]=[N-:3].[CH3:21][S:22](Cl)(=[O:24])=[O:23], predict the reaction product. The product is: [N:1]([CH:4]1[CH2:9][CH2:8][N:7]([C:10]([O:12][CH2:13][C:14]2[CH:15]=[CH:16][CH:17]=[CH:18][CH:19]=2)=[O:11])[CH2:6][CH:5]1[O:20][S:22]([CH3:21])(=[O:24])=[O:23])=[N+:2]=[N-:3]. (2) Given the reactants CS([C:5]1[N:10]=[C:9]([C:11]2[N:12]=[C:13]([NH2:22])[S:14][C:15]=2[C:16]2[CH:21]=[CH:20][CH:19]=[CH:18][CH:17]=2)[CH:8]=[CH:7][N:6]=1)(=O)=O.[CH3:23][C:24]1[CH:25]=[C:26]([CH:28]=[C:29]([CH3:31])[CH:30]=1)[NH2:27], predict the reaction product. The product is: [NH2:22][C:13]1[S:14][C:15]([C:16]2[CH:21]=[CH:20][CH:19]=[CH:18][CH:17]=2)=[C:11]([C:9]2[CH:8]=[CH:7][N:6]=[C:5]([NH:27][C:26]3[CH:28]=[C:29]([CH3:31])[CH:30]=[C:24]([CH3:23])[CH:25]=3)[N:10]=2)[N:12]=1. (3) Given the reactants [F:1][C:2]1[CH:26]=[CH:25][C:5]([CH2:6][CH:7]2[CH2:12][CH2:11][N:10]([CH2:13][C:14]([NH:16][C:17]3[CH:22]=[CH:21][C:20]([O:23]C)=[CH:19][CH:18]=3)=[O:15])[CH2:9][CH2:8]2)=[CH:4][CH:3]=1, predict the reaction product. The product is: [F:1][C:2]1[CH:3]=[CH:4][C:5]([CH2:6][CH:7]2[CH2:12][CH2:11][N:10]([CH2:13][C:14]([NH:16][C:17]3[CH:18]=[CH:19][C:20]([OH:23])=[CH:21][CH:22]=3)=[O:15])[CH2:9][CH2:8]2)=[CH:25][CH:26]=1.